This data is from Forward reaction prediction with 1.9M reactions from USPTO patents (1976-2016). The task is: Predict the product of the given reaction. (1) Given the reactants [Cl:1][C:2]1[CH:7]=[C:6]([NH:8][C:9]2[CH:14]=[CH:13][C:12]([F:15])=[CH:11][C:10]=2[F:16])[CH:5]=[CH:4][C:3]=1[C:17]([C:19]1[CH:24]=[C:23]([N:25]2[CH:29]=[C:28]([CH2:30][CH2:31][N:32]3CCO[CH2:34][CH2:33]3)[N:27]=[N:26]2)[CH:22]=[CH:21][C:20]=1[CH3:38])=[O:18].ClC1C=C(NC2C=CC(F)=CC=2F)C=CC=1C(C1C=C(N2C=C(CCOS(C3C=CC(C)=CC=3)(=O)=O)N=N2)C=CC=1C)=O.Cl.C(N)C, predict the reaction product. The product is: [Cl:1][C:2]1[CH:7]=[C:6]([NH:8][C:9]2[CH:14]=[CH:13][C:12]([F:15])=[CH:11][C:10]=2[F:16])[CH:5]=[CH:4][C:3]=1[C:17]([C:19]1[CH:24]=[C:23]([N:25]2[CH:29]=[C:28]([CH2:30][CH2:31][NH:32][CH2:33][CH3:34])[N:27]=[N:26]2)[CH:22]=[CH:21][C:20]=1[CH3:38])=[O:18]. (2) Given the reactants [NH:1]1[C:5]([C:6]([O:8][CH3:9])=[O:7])=[CH:4][C:3]([C:10]([O:12][CH3:13])=[O:11])=[N:2]1.[C:14]([C:18]1[CH:23]=[C:22](B2OC(C)(C)C(C)(C)O2)[CH:21]=[C:20]([C:33]([CH3:36])([CH3:35])[CH3:34])[N:19]=1)([CH3:17])([CH3:16])[CH3:15].N1C=CC=CC=1, predict the reaction product. The product is: [C:14]([C:18]1[CH:23]=[C:22]([N:1]2[C:5]([C:6]([O:8][CH3:9])=[O:7])=[CH:4][C:3]([C:10]([O:12][CH3:13])=[O:11])=[N:2]2)[CH:21]=[C:20]([C:33]([CH3:36])([CH3:35])[CH3:34])[N:19]=1)([CH3:17])([CH3:16])[CH3:15]. (3) Given the reactants [Cl:1][CH:2]([CH3:27])[CH:3]([NH:15][C:16]([CH:18]1[CH2:22][C:21]([F:26])([CH2:23][CH2:24][CH3:25])[CH2:20][NH:19]1)=[O:17])[CH:4]1[CH:9]([OH:10])[CH:8]([OH:11])[CH:7]([OH:12])[CH:6]([S:13][CH3:14])[O:5]1.[CH2:28]1[O:30][CH2:29]1, predict the reaction product. The product is: [Cl:1][CH:2]([CH3:27])[CH:3]([NH:15][C:16]([CH:18]1[CH2:22][C:21]([F:26])([CH2:23][CH2:24][CH3:25])[CH2:20][N:19]1[CH2:28][CH2:29][OH:30])=[O:17])[CH:4]1[CH:9]([OH:10])[CH:8]([OH:11])[CH:7]([OH:12])[CH:6]([S:13][CH3:14])[O:5]1. (4) Given the reactants [Cl:1][C:2]1[CH:11]=[CH:10][C:9]2[C:8]([NH2:12])=[C:7]([Cl:13])[CH:6]=[CH:5][C:4]=2[N:3]=1.[F:14][C:15]([F:27])([F:26])[CH:16]1[CH2:21][CH2:20][CH:19]([CH2:22][C:23](O)=[O:24])[CH2:18][CH2:17]1, predict the reaction product. The product is: [Cl:1][C:2]1[CH:11]=[CH:10][C:9]2[C:4](=[CH:5][CH:6]=[C:7]([Cl:13])[C:8]=2[NH:12][C:23](=[O:24])[CH2:22][CH:19]2[CH2:18][CH2:17][CH:16]([C:15]([F:26])([F:14])[F:27])[CH2:21][CH2:20]2)[N:3]=1. (5) Given the reactants [OH:1][C:2]1[CH:10]=[C:9]2[C:5]([C:6]([CH3:11])=[N:7][NH:8]2)=[CH:4][CH:3]=1.[H-].[Na+].C1C=CC(N([S:21]([C:24]([F:27])([F:26])[F:25])(=[O:23])=[O:22])[S:21]([C:24]([F:27])([F:26])[F:25])(=[O:23])=[O:22])=CC=1.[OH2:35], predict the reaction product. The product is: [S:21]([O:1][C:2]1[CH:10]=[C:9]2[C:5]([C:6]([CH3:11])=[N:7][N:8]2[S:21]([C:24]([F:27])([F:26])[F:25])(=[O:22])=[O:35])=[CH:4][CH:3]=1)([C:24]([F:27])([F:26])[F:25])(=[O:23])=[O:22].